From a dataset of Full USPTO retrosynthesis dataset with 1.9M reactions from patents (1976-2016). Predict the reactants needed to synthesize the given product. (1) Given the product [NH2:1][C:2]1[S:3][CH:13]=[C:12]([C:11]2[CH:16]=[C:17]([C:20]([CH3:21])([CH3:23])[CH3:22])[C:18]([OH:19])=[C:9]([C:5]([CH3:8])([CH3:7])[CH3:6])[CH:10]=2)[N:4]=1, predict the reactants needed to synthesize it. The reactants are: [NH2:1][C:2]([NH2:4])=[S:3].[C:5]([C:9]1[CH:10]=[C:11]([CH:16]=[C:17]([C:20]([CH3:23])([CH3:22])[CH3:21])[C:18]=1[OH:19])[C:12](=O)[CH2:13]Br)([CH3:8])([CH3:7])[CH3:6]. (2) Given the product [O:1]=[C:2]1[NH:11][C:10](=[O:12])[C:9]2[CH2:8][CH2:7][CH2:6][CH2:5][C:4]=2[N:3]1[CH2:13][CH2:14][CH2:15][C:16]([OH:18])=[O:17], predict the reactants needed to synthesize it. The reactants are: [O:1]=[C:2]1[NH:11][C:10](=[O:12])[C:9]2[CH2:8][CH2:7][CH2:6][CH2:5][C:4]=2[N:3]1[CH2:13][CH2:14][CH2:15][C:16]([O:18]CC)=[O:17].[OH-].[Li+].C(O)C.Cl. (3) Given the product [F:19][C:20]([F:25])([F:24])[C:21]([OH:23])=[O:22].[NH2:7][C@@H:8]1[CH2:12][CH2:11][C@H:10]([NH:13][C:14](=[O:17])[CH2:15][CH3:16])[CH2:9]1, predict the reactants needed to synthesize it. The reactants are: C(OC(=O)[NH:7][C@@H:8]1[CH2:12][CH2:11][C@H:10]([NH:13][C:14](=[O:17])[CH2:15][CH3:16])[CH2:9]1)(C)(C)C.[F:19][C:20]([F:25])([F:24])[C:21]([OH:23])=[O:22]. (4) The reactants are: S(Cl)([Cl:3])=O.[NH2:5][C:6]1[C:15]2[N:16]=[C:17]([CH2:19]O)[S:18][C:14]=2[C:13]2[CH:12]=[CH:11][CH:10]=[CH:9][C:8]=2[N:7]=1. Given the product [ClH:3].[Cl:3][CH2:19][C:17]1[S:18][C:14]2[C:13]3[CH:12]=[CH:11][CH:10]=[CH:9][C:8]=3[N:7]=[C:6]([NH2:5])[C:15]=2[N:16]=1, predict the reactants needed to synthesize it. (5) Given the product [F:18][C:19]([F:32])([F:33])[C:20]1[CH:21]=[C:22]([CH:25]=[C:26]([C:28]([F:31])([F:29])[F:30])[CH:27]=1)[CH2:23][NH:1][C@@H:2]([CH3:17])[C@@H:3]([C:5]1[CH:6]=[CH:7][C:8]([OH:16])=[C:9]([NH:11][S:12]([CH3:15])(=[O:14])=[O:13])[CH:10]=1)[OH:4], predict the reactants needed to synthesize it. The reactants are: [NH2:1][C@@H:2]([CH3:17])[C@@H:3]([C:5]1[CH:6]=[CH:7][C:8]([OH:16])=[C:9]([NH:11][S:12]([CH3:15])(=[O:14])=[O:13])[CH:10]=1)[OH:4].[F:18][C:19]([F:33])([F:32])[C:20]1[CH:21]=[C:22]([CH:25]=[C:26]([C:28]([F:31])([F:30])[F:29])[CH:27]=1)[CH:23]=O.O. (6) Given the product [CH2:17]([O:24][C:25]1[CH:30]=[C:29](/[CH:16]=[CH:15]/[C:14]2[N:10]([CH2:9][O:8][CH2:1][C:2]3[CH:3]=[CH:4][CH:5]=[CH:6][CH:7]=3)[N:11]=[CH:12][CH:13]=2)[CH:28]=[CH:27][C:26]=1[N:32]1[S:36](=[O:37])(=[O:38])[N:35]([CH2:39][CH2:40][Si:41]([CH3:43])([CH3:42])[CH3:44])[C:34](=[O:45])[CH2:33]1)[C:18]1[CH:19]=[CH:20][CH:21]=[CH:22][CH:23]=1, predict the reactants needed to synthesize it. The reactants are: [CH2:1]([O:8][CH2:9][N:10]1[C:14]([CH:15]=[CH2:16])=[CH:13][CH:12]=[N:11]1)[C:2]1[CH:7]=[CH:6][CH:5]=[CH:4][CH:3]=1.[CH2:17]([O:24][C:25]1[CH:30]=[C:29](I)[CH:28]=[CH:27][C:26]=1[N:32]1[S:36](=[O:38])(=[O:37])[N:35]([CH2:39][CH2:40][Si:41]([CH3:44])([CH3:43])[CH3:42])[C:34](=[O:45])[CH2:33]1)[C:18]1[CH:23]=[CH:22][CH:21]=[CH:20][CH:19]=1.CC1C=CC=CC=1P(C1C=CC=CC=1C)C1C=CC=CC=1C.C(N(CC)CC)C. (7) Given the product [F:37][C:38]1[CH:39]=[CH:40][C:41]([O:62][CH:32]2[CH2:33][CH2:34][N:29]([C:30]([NH:1][CH:2]([CH:7]([C:9]3[C:17]4[C:12](=[CH:13][CH:14]=[CH:15][CH:16]=4)[NH:11][CH:10]=3)[CH3:8])[C:3]([O:5][CH3:6])=[O:4])=[O:31])[CH2:50][CH2:60]2)=[CH:42][CH:43]=1, predict the reactants needed to synthesize it. The reactants are: [NH2:1][CH:2]([CH:7]([C:9]1[C:17]2[C:12](=[CH:13][CH:14]=[CH:15][CH:16]=2)[NH:11][CH:10]=1)[CH3:8])[C:3]([O:5][CH3:6])=[O:4].[CH2:33]1[C:34](=O)[N:29](OC(O[N:29]2[C:34](=O)[CH2:33][CH2:32][C:30]2=[O:31])=O)[C:30](=[O:31])[CH2:32]1.Cl.[F:37][C:38]1[CH:43]=[CH:42][C:41](C2CCNCC2)=[CH:40][CH:39]=1.[CH2:50]1[CH2:60]CN2C(=NCCC2)CC1.C(=O)([O-])[OH:62].[Na+]. (8) Given the product [OH:1][C:2]1[C:10]([OH:11])=[CH:9][CH:8]=[CH:7][C:3]=1[C:4]([O:6][CH3:12])=[O:5], predict the reactants needed to synthesize it. The reactants are: [OH:1][C:2]1[C:10]([OH:11])=[CH:9][CH:8]=[CH:7][C:3]=1[C:4]([OH:6])=[O:5].[CH3:12]O. (9) Given the product [CH2:9]([N:14]1[CH:13]=[C:12]2[C:7](=[CH:8][CH:9]([C:23]3[CH:28]=[CH:27][CH:26]=[CH:25][C:24]=3[C:29]([F:32])([F:30])[F:31])[C:10](=[O:22])[NH:11]2)[C:6]([OH:33])=[C:5]1[C:3]([NH:34][CH2:35][CH2:36][C:37]([OH:39])=[O:38])=[O:4])[C:23]1[CH:28]=[CH:27][CH:26]=[CH:25][CH:24]=1, predict the reactants needed to synthesize it. The reactants are: CO[C:3]([C:5]1[C:6]([OH:33])=[C:7]2[C:12](=[CH:13][N:14]=1)[N:11](CC1C=CC=CC=1)[C:10](=[O:22])[C:9]([C:23]1[CH:28]=[CH:27][CH:26]=[CH:25][C:24]=1[C:29]([F:32])([F:31])[F:30])=[CH:8]2)=[O:4].[NH2:34][CH2:35][CH2:36][C:37]([OH:39])=[O:38].C[O-].[Na+]. (10) Given the product [CH3:13][O:12][C:9]1[CH:10]=[C:11]2[C:6](=[CH:7][C:8]=1[O:14][CH2:15][CH:16]1[CH2:21][CH2:20][N:19]([CH3:22])[CH2:18][CH2:17]1)[N:5]=[CH:4][N:3]=[C:2]2[O:23][C:24]1[CH:33]=[CH:32][C:27]2[N:28]=[C:29]([CH3:31])[NH:30][C:26]=2[CH:25]=1, predict the reactants needed to synthesize it. The reactants are: Cl[C:2]1[C:11]2[C:6](=[CH:7][C:8]([O:14][CH2:15][CH:16]3[CH2:21][CH2:20][N:19]([CH3:22])[CH2:18][CH2:17]3)=[C:9]([O:12][CH3:13])[CH:10]=2)[N:5]=[CH:4][N:3]=1.[OH:23][C:24]1[CH:33]=[CH:32][C:27]2[N:28]=[C:29]([CH3:31])[NH:30][C:26]=2[CH:25]=1.